Predict the product of the given reaction. From a dataset of Forward reaction prediction with 1.9M reactions from USPTO patents (1976-2016). (1) The product is: [OH:16][CH2:17][C:18]1[N:23]=[C:22]([C:24]([O:26][CH2:10][O:9][C:7](=[O:8])[C:6]2[CH:12]=[CH:13][CH:14]=[CH:15][C:5]=2[O:4][C:1](=[O:3])[CH3:2])=[O:25])[CH:21]=[CH:20][CH:19]=1. Given the reactants [C:1]([O:4][C:5]1[CH:15]=[CH:14][CH:13]=[CH:12][C:6]=1[C:7]([O:9][CH2:10]Cl)=[O:8])(=[O:3])[CH3:2].[OH:16][CH2:17][C:18]1[N:23]=[C:22]([C:24]([OH:26])=[O:25])[CH:21]=[CH:20][CH:19]=1.CCN(CC)CC, predict the reaction product. (2) Given the reactants [OH:1][CH:2]1[CH2:7][CH2:6][CH2:5][CH2:4][CH:3]1[N:8]1[CH2:24][CH2:23][C:11]2([N:15]([C:16]3[CH:21]=[CH:20][CH:19]=[CH:18][CH:17]=3)[CH2:14][NH:13][C:12]2=[O:22])[CH2:10][CH2:9]1.CC(C)CCN1C2(CCN(C3CCCCC3=O)CC2)C(=O)NC1, predict the reaction product. The product is: [O:1]=[C:2]1[CH2:7][CH2:6][CH2:5][CH2:4][CH:3]1[N:8]1[CH2:9][CH2:10][C:11]2([N:15]([C:16]3[CH:21]=[CH:20][CH:19]=[CH:18][CH:17]=3)[CH2:14][NH:13][C:12]2=[O:22])[CH2:23][CH2:24]1. (3) Given the reactants [NH:1]1[C:9]2[C:4](=[CH:5][CH:6]=[CH:7][CH:8]=2)[C:3]([CH2:10][C@@H:11]([NH:15][S:16]([C:19]2[S:20][C:21]([C:24]#[C:25][Si](C)(C)C)=[CH:22][CH:23]=2)(=[O:18])=[O:17])[C:12]([OH:14])=[O:13])=[CH:2]1.C([O-])([O-])=O.[K+].[K+], predict the reaction product. The product is: [C:24]([C:21]1[S:20][C:19]([S:16]([NH:15][C@H:11]([CH2:10][C:3]2[C:4]3[C:9](=[CH:8][CH:7]=[CH:6][CH:5]=3)[NH:1][CH:2]=2)[C:12]([OH:14])=[O:13])(=[O:18])=[O:17])=[CH:23][CH:22]=1)#[CH:25]. (4) Given the reactants [C:1]([C:4]1[CH:16]=[CH:15][C:7]([O:8][CH2:9][C:10]([O:12][CH2:13][CH3:14])=[O:11])=[CH:6][C:5]=1[N+:17]([O-])=O)(=[O:3])[CH3:2], predict the reaction product. The product is: [C:1]([C:4]1[CH:16]=[CH:15][C:7]([O:8][CH2:9][C:10]([O:12][CH2:13][CH3:14])=[O:11])=[CH:6][C:5]=1[NH2:17])(=[O:3])[CH3:2]. (5) Given the reactants [C:1]([O:5][C:6]([N:8]1[CH2:13][CH2:12][CH:11]([CH:14]([OH:26])[C:15]2[CH:20]=[CH:19][C:18]([S:21](=[O:25])(=[O:24])[NH:22][CH3:23])=[CH:17][CH:16]=2)[CH2:10][CH2:9]1)=[O:7])([CH3:4])([CH3:3])[CH3:2].C1C=C[NH+]=CC=1.[O-][Cr](Cl)(=O)=O, predict the reaction product. The product is: [C:1]([O:5][C:6]([N:8]1[CH2:13][CH2:12][CH:11]([C:14](=[O:26])[C:15]2[CH:16]=[CH:17][C:18]([S:21](=[O:25])(=[O:24])[NH:22][CH3:23])=[CH:19][CH:20]=2)[CH2:10][CH2:9]1)=[O:7])([CH3:4])([CH3:2])[CH3:3]. (6) The product is: [F:10][C:7]([F:8])([F:9])[C:6]([NH:24][C@H:21]([CH:22]=[CH2:23])[CH2:20][C:14]1[CH:19]=[CH:18][CH:17]=[CH:16][CH:15]=1)=[O:11]. Given the reactants [F:8][C:7]([F:10])([F:9])[C:6](O[C:6](=[O:11])[C:7]([F:10])([F:9])[F:8])=[O:11].[C:14]1([CH2:20][C@H:21]([NH2:24])[CH:22]=[CH2:23])[CH:19]=[CH:18][CH:17]=[CH:16][CH:15]=1, predict the reaction product. (7) Given the reactants C(N(CC)CC)C.Cl.[Br:9][C:10]1[CH:22]=[CH:21][C:20]([O:23][CH:24]([CH3:26])[CH3:25])=[CH:19][C:11]=1[CH2:12][CH:13]1[CH2:18][CH2:17][NH:16][CH2:15][CH2:14]1.[NH:27]1[C:36]2[C:31](=[CH:32][CH:33]=[CH:34][CH:35]=2)[CH2:30][CH2:29][CH:28]1[C:37](O)=[O:38].ON1C2C=CC=CC=2N=N1.Cl.C(N=C=NCCCN(C)C)C, predict the reaction product. The product is: [Br:9][C:10]1[CH:22]=[CH:21][C:20]([O:23][CH:24]([CH3:26])[CH3:25])=[CH:19][C:11]=1[CH2:12][CH:13]1[CH2:14][CH2:15][N:16]([C:37]([CH:28]2[CH2:29][CH2:30][C:31]3[C:36](=[CH:35][CH:34]=[CH:33][CH:32]=3)[NH:27]2)=[O:38])[CH2:17][CH2:18]1.